Dataset: Full USPTO retrosynthesis dataset with 1.9M reactions from patents (1976-2016). Task: Predict the reactants needed to synthesize the given product. Given the product [CH3:38][C:33]1[N:32]([C:28]2[CH:27]=[C:26]([C:24]3[CH2:23][C:22](=[O:39])[NH:21][C:9]4[CH:10]=[C:11]([C:14]5[CH:15]=[CH:16][C:17]([F:20])=[CH:18][CH:19]=5)[CH:12]=[CH:13][C:8]=4[N:7]=3)[CH:31]=[CH:30][CH:29]=2)[CH:36]=[C:35]([CH3:37])[N:34]=1, predict the reactants needed to synthesize it. The reactants are: C(OC(=O)[NH:7][C:8]1[CH:13]=[CH:12][C:11]([C:14]2[CH:19]=[CH:18][C:17]([F:20])=[CH:16][CH:15]=2)=[CH:10][C:9]=1[NH:21][C:22](=[O:39])[CH2:23][C:24]([C:26]1[CH:31]=[CH:30][CH:29]=[C:28]([N:32]2[CH:36]=[C:35]([CH3:37])[N:34]=[C:33]2[CH3:38])[CH:27]=1)=O)(C)(C)C.C(O)(C(F)(F)F)=O.